This data is from Forward reaction prediction with 1.9M reactions from USPTO patents (1976-2016). The task is: Predict the product of the given reaction. (1) Given the reactants [N:1](OCCC(C)C)=[O:2].[C:9]1(=[O:19])[C:17]2[C:12](=[CH:13][CH:14]=[CH:15][CH:16]=2)[CH2:11][C:10]1=O.Cl, predict the reaction product. The product is: [C:9]1(=[O:19])[C:17]2[C:12](=[CH:13][CH:14]=[CH:15][CH:16]=2)[CH2:11][C:10]1=[N:1][OH:2]. (2) Given the reactants Cl[C:2]1[N:7]=[C:6]([C:8]2[N:12]3[CH:13]=[CH:14][CH:15]=[CH:16][C:11]3=[N:10][C:9]=2[C:17]2[CH:18]=[CH:19][C:20]([O:34][CH3:35])=[C:21]([CH:33]=2)[C:22]([NH:24][C:25]2[C:30]([F:31])=[CH:29][CH:28]=[CH:27][C:26]=2[F:32])=[O:23])[CH:5]=[CH:4][N:3]=1.[F:36][C:37]1[C:38]([CH2:46][CH2:47][N:48]2[CH2:53][CH2:52][CH2:51][CH2:50][CH2:49]2)=[CH:39][C:40]([O:44][CH3:45])=[C:41]([CH:43]=1)[NH2:42].C1(C)C=CC(S(O)(=O)=O)=CC=1.CC(O)C, predict the reaction product. The product is: [F:32][C:26]1[CH:27]=[CH:28][CH:29]=[C:30]([F:31])[C:25]=1[NH:24][C:22](=[O:23])[C:21]1[CH:33]=[C:17]([C:9]2[N:10]=[C:11]3[CH:16]=[CH:15][CH:14]=[CH:13][N:12]3[C:8]=2[C:6]2[CH:5]=[CH:4][N:3]=[C:2]([NH:42][C:41]3[CH:43]=[C:37]([F:36])[C:38]([CH2:46][CH2:47][N:48]4[CH2:49][CH2:50][CH2:51][CH2:52][CH2:53]4)=[CH:39][C:40]=3[O:44][CH3:45])[N:7]=2)[CH:18]=[CH:19][C:20]=1[O:34][CH3:35]. (3) Given the reactants Cl.[CH3:2]N(C)CCCN=C=NCC.[C:13]([O:17][C:18]([NH:20][C:21]([CH3:29])([CH3:28])[CH2:22]/[CH:23]=[CH:24]/[C:25]([OH:27])=O)=[O:19])([CH3:16])([CH3:15])[CH3:14].ON1C2N=CC=CC=2N=N1.[CH2:40]([C@@H:47]([N:60]([CH3:77])[C:61](=[O:76])[C@H:62]([NH:74][CH3:75])[CH2:63][C:64]1[CH:73]=[CH:72][C:71]2[C:66](=[CH:67][CH:68]=[CH:69][CH:70]=2)[CH:65]=1)[C:48]([N:50]1[CH2:55][CH2:54][CH2:53][C@@H:52]([CH2:56][N:57]([CH3:59])[CH3:58])[CH2:51]1)=[O:49])[C:41]1[CH:46]=[CH:45][CH:44]=[CH:43][CH:42]=1.C(N(C(C)C)C(C)C)C, predict the reaction product. The product is: [C:13]([O:17][C:18](=[O:19])[NH:20][C:21]1([CH2:22]/[CH:23]=[CH:24]/[C:25](=[O:27])[N:74]([C@@H:62]([C:61](=[O:76])[N:60]([C@H:47]([CH2:40][C:41]2[CH:46]=[CH:45][CH:44]=[CH:43][CH:42]=2)[C:48]([N:50]2[CH2:55][CH2:54][CH2:53][C@@H:52]([CH2:56][N:57]([CH3:58])[CH3:59])[CH2:51]2)=[O:49])[CH3:77])[CH2:63][C:64]2[CH:73]=[CH:72][C:71]3[C:66](=[CH:67][CH:68]=[CH:69][CH:70]=3)[CH:65]=2)[CH3:75])[CH2:29][CH2:2][CH2:28]1)([CH3:14])([CH3:15])[CH3:16]. (4) Given the reactants [CH3:1][O:2][C:3]1[CH:4]=[C:5]([C:11]2[CH:12]=[N:13][CH:14]=[C:15]([C:18]=2[NH:19][C:20]2[CH:25]=[CH:24][CH:23]=[C:22]([OH:26])[CH:21]=2)[C:16]#[N:17])[CH:6]=[CH:7][C:8]=1[O:9][CH3:10].Br[CH2:28][CH2:29][OH:30].C(=O)([O-])[O-].[Cs+].[Cs+], predict the reaction product. The product is: [CH3:1][O:2][C:3]1[CH:4]=[C:5]([C:11]2[CH:12]=[N:13][CH:14]=[C:15]([C:18]=2[NH:19][C:20]2[CH:25]=[CH:24][CH:23]=[C:22]([O:26][CH2:28][CH2:29][OH:30])[CH:21]=2)[C:16]#[N:17])[CH:6]=[CH:7][C:8]=1[O:9][CH3:10]. (5) Given the reactants [H-].[Na+].[Cl:3][C:4]1[CH:9]=[CH:8][CH:7]=[C:6]([Cl:10])[C:5]=1[C:11]1[NH:12][C:13]([C:22]2[CH:27]=[CH:26][C:25]([CH3:28])=[CH:24][CH:23]=2)=[C:14]([C:16]2[CH:21]=[CH:20][N:19]=[CH:18][CH:17]=2)[N:15]=1.[CH2:29](Br)[CH:30]=[CH2:31].C(OCC)(=O)C, predict the reaction product. The product is: [CH2:31]([N:12]1[C:13]([C:22]2[CH:23]=[CH:24][C:25]([CH3:28])=[CH:26][CH:27]=2)=[C:14]([C:16]2[CH:21]=[CH:20][N:19]=[CH:18][CH:17]=2)[N:15]=[C:11]1[C:5]1[C:4]([Cl:3])=[CH:9][CH:8]=[CH:7][C:6]=1[Cl:10])[CH:30]=[CH2:29]. (6) Given the reactants [Cl:1][C:2]1[CH:7]=[C:6]([Cl:8])[CH:5]=[CH:4][C:3]=1[CH:9]1[N:14]=[C:13]([C:15]2[S:16][CH:17]=[CH:18][N:19]=2)[NH:12][C:11]([CH2:20][N:21]2[CH2:26][CH2:25][O:24][CH2:23][CH:22]2[C:27]([OH:29])=[O:28])=[C:10]1[C:30]([O:32][CH2:33][CH3:34])=[O:31].[C:35]([O:41][CH2:42]Cl)(=[O:40])[C:36]([CH3:39])([CH3:38])[CH3:37].C(Cl)Cl, predict the reaction product. The product is: [Cl:1][C:2]1[CH:7]=[C:6]([Cl:8])[CH:5]=[CH:4][C:3]=1[CH:9]1[N:14]=[C:13]([C:15]2[S:16][CH:17]=[CH:18][N:19]=2)[NH:12][C:11]([CH2:20][N:21]2[CH2:26][CH2:25][O:24][CH2:23][CH:22]2[C:27]([O:29][CH2:42][O:41][C:35](=[O:40])[C:36]([CH3:39])([CH3:38])[CH3:37])=[O:28])=[C:10]1[C:30]([O:32][CH2:33][CH3:34])=[O:31].